This data is from Forward reaction prediction with 1.9M reactions from USPTO patents (1976-2016). The task is: Predict the product of the given reaction. (1) Given the reactants [Br:1][C:2]1[CH:3]=[C:4]2[C:8](=[CH:9][CH:10]=1)[NH:7][CH:6]=[C:5]2[CH:11]=O.P([O-])([O-])(O)=O.[NH4+].[NH4+].[N+:20](CCC)([O-])=O, predict the reaction product. The product is: [Br:1][C:2]1[CH:3]=[C:4]2[C:8](=[CH:9][CH:10]=1)[NH:7][CH:6]=[C:5]2[C:11]#[N:20]. (2) Given the reactants FC(F)(F)C([O-])=O.[NH2:8][C:9]1[CH:17]=[CH:16][C:12]2[N:13]=[CH:14][NH:15][C:11]=2[CH:10]=1.[Cl:18][C:19]1[CH:26]=[CH:25][CH:24]=[C:23]([Cl:27])[C:20]=1[CH:21]=O.[Si](C#N)(C)(C)C.[N:34]1([C:39](N2C=CN=C2)=[O:40])C=CN=[CH:35]1, predict the reaction product. The product is: [NH:13]1[C:12]2[CH:16]=[CH:17][C:9]([N:8]3[CH:21]([C:20]4[C:19]([Cl:18])=[CH:26][CH:25]=[CH:24][C:23]=4[Cl:27])[CH2:35][NH:34][C:39]3=[O:40])=[CH:10][C:11]=2[N:15]=[CH:14]1.